This data is from Forward reaction prediction with 1.9M reactions from USPTO patents (1976-2016). The task is: Predict the product of the given reaction. (1) The product is: [N:1]([CH2:4][C@H:5]1[O:9][C:8](=[O:10])[N:7]([C:11]2[CH:16]=[CH:15][C:14]([S:17][CH2:18][CH2:22][F:23])=[C:13]([F:19])[CH:12]=2)[CH2:6]1)=[N+:2]=[N-:3]. Given the reactants [N:1]([CH2:4][C@H:5]1[O:9][C:8](=[O:10])[N:7]([C:11]2[CH:16]=[CH:15][C:14]([S:17][CH3:18])=[C:13]([F:19])[CH:12]=2)[CH2:6]1)=[N+:2]=[N-:3].BrC[CH2:22][F:23].N(C[C@H]1OC(=O)N(C2C=CC(SC(C3C=CC=CC=3)(C3C=CC=CC=3)C3C=CC=CC=3)=C(F)C=2)C1)=[N+]=[N-], predict the reaction product. (2) Given the reactants Cl.[CH2:2]([C:5]1[NH:9][CH:8]=[N:7][C:6]=1[C:10]([OH:12])=O)[CH2:3][CH3:4].C(Cl)(=O)C([Cl:16])=O, predict the reaction product. The product is: [CH2:2]([C:5]1[NH:9][CH:8]=[N:7][C:6]=1[C:10]([Cl:16])=[O:12])[CH2:3][CH3:4]. (3) Given the reactants [CH2:1]([S:8]([CH2:11][C:12](O)=O)(=[O:10])=[O:9])[C:2]1[CH:7]=[CH:6][CH:5]=[CH:4][CH:3]=1.[Cl:15][C:16]1[CH:23]=[CH:22][CH:21]=[CH:20][C:17]=1C=O, predict the reaction product. The product is: [CH2:1]([S:8](/[CH:11]=[CH:12]/[C:17]1[CH:20]=[CH:21][CH:22]=[CH:23][C:16]=1[Cl:15])(=[O:10])=[O:9])[C:2]1[CH:7]=[CH:6][CH:5]=[CH:4][CH:3]=1. (4) Given the reactants Br[CH2:2][C:3]1[CH:12]=[C:11]([N+:13]([O-:15])=[O:14])[CH:10]=[CH:9][C:4]=1[C:5]([O:7]C)=O.[CH3:16][O:17][C:18]1[CH:23]=[C:22]([O:24][CH3:25])[CH:21]=[CH:20][C:19]=1[CH2:26][NH2:27].C(N(CC)CC)C, predict the reaction product. The product is: [CH3:16][O:17][C:18]1[CH:23]=[C:22]([O:24][CH3:25])[CH:21]=[CH:20][C:19]=1[CH2:26][N:27]1[CH2:2][C:3]2[C:4](=[CH:9][CH:10]=[C:11]([N+:13]([O-:15])=[O:14])[CH:12]=2)[C:5]1=[O:7]. (5) Given the reactants [ClH:1].[C:2]1([CH:8]([C:19]2[CH:24]=[CH:23][CH:22]=[CH:21][CH:20]=2)[CH2:9][CH2:10][NH:11][CH:12]([C:14]2[S:15][CH:16]=[CH:17][CH:18]=2)[CH3:13])[CH:7]=[CH:6][CH:5]=[CH:4][CH:3]=1, predict the reaction product. The product is: [ClH:1].[C:2]1([CH:8]([C:19]2[CH:24]=[CH:23][CH:22]=[CH:21][CH:20]=2)[CH2:9][CH2:10][NH:11][CH:12]([C:14]2[S:15][CH:16]=[CH:17][CH:18]=2)[CH3:13])[CH:3]=[CH:4][CH:5]=[CH:6][CH:7]=1.[ClH:1]. (6) Given the reactants C([NH:5][S:6]([C:9]1[CH:10]=[N:11][CH:12]=[C:13]([C:15]2[N:16]=[C:17]([NH:31][CH2:32][C:33]3[CH:38]=[CH:37][CH:36]=[CH:35][N:34]=3)[C:18]3[C:23]([CH:24]=2)=[CH:22][CH:21]=[CH:20][C:19]=3[C:25]2[CH:30]=[CH:29][CH:28]=[CH:27][CH:26]=2)[CH:14]=1)(=[O:8])=[O:7])(C)(C)C, predict the reaction product. The product is: [C:25]1([C:19]2[CH:20]=[CH:21][CH:22]=[C:23]3[C:18]=2[C:17]([NH:31][CH2:32][C:33]2[CH:38]=[CH:37][CH:36]=[CH:35][N:34]=2)=[N:16][C:15]([C:13]2[CH:14]=[C:9]([S:6]([NH2:5])(=[O:8])=[O:7])[CH:10]=[N:11][CH:12]=2)=[CH:24]3)[CH:26]=[CH:27][CH:28]=[CH:29][CH:30]=1. (7) Given the reactants [N+:1]([C:4]1[CH:9]=[CH:8][C:7]([NH:10][CH2:11][CH2:12][OH:13])=[CH:6][CH:5]=1)([O-])=O, predict the reaction product. The product is: [NH2:1][C:4]1[CH:5]=[CH:6][C:7]([NH:10][CH2:11][CH2:12][OH:13])=[CH:8][CH:9]=1. (8) Given the reactants C(OC(C1NN=C(COC2C=CC=CC=2)C=1)=O)C.CC1(C)OC[C@H](CO)N1C(OC(C)(C)C)=O.[C:35]([O:39][C:40]([N:42]1[C@H:46]([CH2:47][N:48]2[C:52]([C:53]([O:55][CH2:56][CH3:57])=[O:54])=[CH:51][C:50]([CH2:58][O:59][C:60]3[CH:65]=[CH:64][CH:63]=[CH:62][CH:61]=3)=[N:49]2)[CH2:45][O:44][C:43]1([CH3:67])[CH3:66])=[O:41])([CH3:38])([CH3:37])[CH3:36], predict the reaction product. The product is: [C:35]([O:39][C:40]([N:42]1[C@@H:46]([CH2:47][N:48]2[C:52]([C:53]([O:55][CH2:56][CH3:57])=[O:54])=[CH:51][C:50]([CH2:58][O:59][C:60]3[CH:61]=[CH:62][CH:63]=[CH:64][CH:65]=3)=[N:49]2)[CH2:45][O:44][C:43]1([CH3:66])[CH3:67])=[O:41])([CH3:36])([CH3:37])[CH3:38].